Dataset: Reaction yield outcomes from USPTO patents with 853,638 reactions. Task: Predict the reaction yield, written as a fraction of the theoretical maximum amount of product (1.0 means a 100% yield; for example, 0.34 means a 34% yield). (1) The reactants are [Cl:1][C:2]1[CH:21]=[C:20]([C:22]([F:25])([F:24])[F:23])[CH:19]=[CH:18][C:3]=1[CH2:4][N:5]1[C:9](/[CH:10]=[CH:11]/[C:12]([O:14][CH2:15][CH3:16])=[O:13])=[CH:8][C:7]([OH:17])=[N:6]1.[CH3:26][C:27]1([CH2:31]O)[CH2:30][O:29][CH2:28]1.C(P(CCCC)CCCC)CCC.N(C(N1CCCCC1)=O)=NC(N1CCCCC1)=O. The catalyst is O1CCCC1. The product is [Cl:1][C:2]1[CH:21]=[C:20]([C:22]([F:25])([F:23])[F:24])[CH:19]=[CH:18][C:3]=1[CH2:4][N:5]1[C:9](/[CH:10]=[CH:11]/[C:12]([O:14][CH2:15][CH3:16])=[O:13])=[CH:8][C:7]([O:17][CH2:26][C:27]2([CH3:31])[CH2:30][O:29][CH2:28]2)=[N:6]1. The yield is 0.910. (2) The reactants are Cl.[CH:2]12[CH2:13][CH:9]([CH2:10][NH:11][CH2:12]1)[C:8]1[CH:7]=[CH:6][CH:5]=[CH:4][C:3]2=1.N1C=CC=CC=1.[F:20][C:21]([F:32])([F:31])[C:22](O[C:22](=[O:23])[C:21]([F:32])([F:31])[F:20])=[O:23].Cl. The catalyst is C(Cl)Cl. The product is [CH:2]12[CH2:13][CH:9]([CH2:10][N:11]([C:22](=[O:23])[C:21]([F:32])([F:31])[F:20])[CH2:12]1)[C:8]1[CH:7]=[CH:6][CH:5]=[CH:4][C:3]2=1. The yield is 0.940.